Dataset: Reaction yield outcomes from USPTO patents with 853,638 reactions. Task: Predict the reaction yield, written as a fraction of the theoretical maximum amount of product (1.0 means a 100% yield; for example, 0.34 means a 34% yield). (1) The reactants are [H-].[Al+3].[Li+].[H-].[H-].[H-].[Cl-].[Al+3].[Cl-].[Cl-].[CH2:11]([C:13]1[N:23]([CH2:24][C:25]2[CH:30]=[CH:29][C:28]([NH:31][CH2:32][CH:33]3[CH2:38][CH2:37][C:36](=[O:39])[CH2:35][CH2:34]3)=[CH:27][CH:26]=2)[C:16]2=[N:17][C:18]([CH3:22])=[CH:19][C:20]([CH3:21])=[C:15]2[N:14]=1)[CH3:12].[OH-].[Na+]. The catalyst is C1COCC1. The product is [CH2:11]([C:13]1[N:23]([CH2:24][C:25]2[CH:26]=[CH:27][C:28]([NH:31][CH2:32][C@H:33]3[CH2:34][CH2:35][C@H:36]([OH:39])[CH2:37][CH2:38]3)=[CH:29][CH:30]=2)[C:16]2=[N:17][C:18]([CH3:22])=[CH:19][C:20]([CH3:21])=[C:15]2[N:14]=1)[CH3:12]. The yield is 0.632. (2) The reactants are C(Cl)(=O)C(Cl)=O.[C:7]([C:9]1[CH:17]=[CH:16][C:12]([C:13]([OH:15])=O)=[CH:11][C:10]=1[F:18])#[N:8].[N:19]1[CH:24]=[CH:23][CH:22]=[C:21]([NH2:25])[CH:20]=1. The catalyst is CN(C=O)C.C1COCC1. The product is [C:7]([C:9]1[CH:17]=[CH:16][C:12]([C:13]([NH:25][C:21]2[CH:20]=[N:19][CH:24]=[CH:23][CH:22]=2)=[O:15])=[CH:11][C:10]=1[F:18])#[N:8]. The yield is 0.810.